Dataset: Catalyst prediction with 721,799 reactions and 888 catalyst types from USPTO. Task: Predict which catalyst facilitates the given reaction. (1) Reactant: O1CCOCC1.Cl[C:8]1[CH:13]=[C:12]([CH:14]([S:23][C:24]2[CH:29]=[CH:28][C:27]([Cl:30])=[CH:26][CH:25]=2)[C:15]2[CH:20]=[C:19]([F:21])[CH:18]=[CH:17][C:16]=2[F:22])[C:11]([Cl:31])=[CH:10][N:9]=1.[NH2:32][CH2:33][CH2:34][N:35]1[CH2:40][CH2:39][O:38][CH2:37][CH2:36]1. Product: [Cl:31][C:11]1[C:12]([CH:14]([S:23][C:24]2[CH:25]=[CH:26][C:27]([Cl:30])=[CH:28][CH:29]=2)[C:15]2[CH:20]=[C:19]([F:21])[CH:18]=[CH:17][C:16]=2[F:22])=[CH:13][C:8]([NH:32][CH2:33][CH2:34][N:35]2[CH2:40][CH2:39][O:38][CH2:37][CH2:36]2)=[N:9][CH:10]=1. The catalyst class is: 13. (2) Reactant: [OH-].[Na+].BrBr.[CH3:5][C:6]12[C:18]3[C:10](=[CH:11][C:12]([C:19](=[O:21])C)=[CH:13][C:14]=3[CH2:15][CH2:16][CH2:17]1)[CH2:9][CH2:8][CH2:7]2.S([O-])([O-])=[O:23].[Na+].[Na+].Cl. Product: [CH3:5][C:6]12[C:18]3[C:14](=[CH:13][C:12]([C:19]([OH:23])=[O:21])=[CH:11][C:10]=3[CH2:9][CH2:8][CH2:7]1)[CH2:15][CH2:16][CH2:17]2. The catalyst class is: 38. (3) Reactant: [CH3:1][O:2][C:3]1[CH:4]=[C:5]2[C:10](=[CH:11][C:12]=1[N+:13]([O-:15])=[O:14])[NH:9][CH2:8][CH2:7][CH2:6]2.[CH3:16][N:17]1[CH2:24][CH2:23][CH2:22][C@H:18]1[C:19](O)=[O:20].CN(C(ON1N=NC2C=CC=NC1=2)=[N+](C)C)C.F[P-](F)(F)(F)(F)F.CCN(C(C)C)C(C)C. Product: [CH3:1][O:2][C:3]1[CH:4]=[C:5]2[C:10](=[CH:11][C:12]=1[N+:13]([O-:15])=[O:14])[N:9]([C:19](=[O:20])[C@@H:18]1[CH2:22][CH2:23][CH2:24][N:17]1[CH3:16])[CH2:8][CH2:7][CH2:6]2. The catalyst class is: 42. (4) Reactant: [F:1][C:2]([F:45])([F:44])[C:3]1[CH:4]=[C:5]([CH:37]=[C:38]([C:40]([F:43])([F:42])[F:41])[CH:39]=1)[CH2:6][N:7]([C@H:14]1[CH2:20][CH2:19][CH2:18][N:17]([CH2:21][CH:22]2[CH2:27][CH2:26][NH:25][CH2:24][CH2:23]2)[C:16]2[CH:28]=[C:29]([C:33]([F:36])([F:35])[F:34])[C:30]([CH3:32])=[CH:31][C:15]1=2)[C:8]1[N:9]=[N:10][N:11]([CH3:13])[N:12]=1.[CH2:46]([O:48][C:49](=[O:52])[CH2:50]Br)[CH3:47].C(=O)([O-])[O-].[Cs+].[Cs+].O. Product: [CH2:46]([O:48][C:49](=[O:52])[CH2:50][N:25]1[CH2:24][CH2:23][CH:22]([CH2:21][N:17]2[CH2:18][CH2:19][CH2:20][C@H:14]([N:7]([CH2:6][C:5]3[CH:4]=[C:3]([C:2]([F:1])([F:44])[F:45])[CH:39]=[C:38]([C:40]([F:41])([F:42])[F:43])[CH:37]=3)[C:8]3[N:9]=[N:10][N:11]([CH3:13])[N:12]=3)[C:15]3[CH:31]=[C:30]([CH3:32])[C:29]([C:33]([F:34])([F:35])[F:36])=[CH:28][C:16]2=3)[CH2:27][CH2:26]1)[CH3:47]. The catalyst class is: 3. (5) Reactant: C(O)(C(F)(F)F)=O.[CH2:8]([O:10][C:11](=[O:34])[C:12]1[CH:17]=[CH:16][C:15]([O:18][CH2:19][CH2:20][CH:21]2[CH2:26][CH2:25][N:24](C(OC(C)(C)C)=O)[CH2:23][CH2:22]2)=[CH:14][CH:13]=1)[CH3:9]. Product: [NH:24]1[CH2:23][CH2:22][CH:21]([CH2:20][CH2:19][O:18][C:15]2[CH:14]=[CH:13][C:12]([C:11]([O:10][CH2:8][CH3:9])=[O:34])=[CH:17][CH:16]=2)[CH2:26][CH2:25]1. The catalyst class is: 2. (6) Reactant: Br[C:2]1[S:3][C:4]2[CH:10]=[C:9]([CH2:11][N:12]3[C:16]4[CH:17]=[C:18]([O:23][CH3:24])[C:19]([O:21][CH3:22])=[CH:20][C:15]=4[N:14]=[CH:13]3)[CH:8]=[CH:7][C:5]=2[N:6]=1.[NH2:25][CH:26]1[CH2:31][CH2:30][N:29]([C:32](=[O:34])[CH3:33])[CH2:28][CH2:27]1.CCN(C(C)C)C(C)C. Product: [C:19]([OH:21])(=[O:34])[CH3:20].[CH3:22][O:21][C:19]1[C:18]([O:23][CH3:24])=[CH:17][C:16]2[N:12]([CH2:11][C:9]3[CH:8]=[CH:7][C:5]4[N:6]=[C:2]([NH:25][CH:26]5[CH2:31][CH2:30][N:29]([C:32](=[O:34])[CH3:33])[CH2:28][CH2:27]5)[S:3][C:4]=4[CH:10]=3)[CH:13]=[N:14][C:15]=2[CH:20]=1. The catalyst class is: 44. (7) Reactant: Br[C:2]1[N:3]=[C:4]2[C:10]([C:11]([NH:13][CH:14]([CH3:16])[CH3:15])=[O:12])=[CH:9][N:8]([CH2:17][O:18][CH2:19][CH2:20][Si:21]([CH3:24])([CH3:23])[CH3:22])[C:5]2=[N:6][CH:7]=1.[Cl:25][C:26]1[CH:27]=[C:28]([CH:53]=[CH:54][CH:55]=1)[O:29][C:30]1[CH:31]=[C:32]2[C:36](=[CH:37][CH:38]=1)[N:35]([CH3:39])[N:34]=[C:33]2[Sn](CCCC)(CCCC)CCCC. Product: [Cl:25][C:26]1[CH:27]=[C:28]([CH:53]=[CH:54][CH:55]=1)[O:29][C:30]1[CH:31]=[C:32]2[C:36](=[CH:37][CH:38]=1)[N:35]([CH3:39])[N:34]=[C:33]2[C:2]1[N:3]=[C:4]2[C:10]([C:11]([NH:13][CH:14]([CH3:16])[CH3:15])=[O:12])=[CH:9][N:8]([CH2:17][O:18][CH2:19][CH2:20][Si:21]([CH3:24])([CH3:23])[CH3:22])[C:5]2=[N:6][CH:7]=1. The catalyst class is: 441.